Dataset: Reaction yield outcomes from USPTO patents with 853,638 reactions. Task: Predict the reaction yield, written as a fraction of the theoretical maximum amount of product (1.0 means a 100% yield; for example, 0.34 means a 34% yield). (1) The reactants are C([O:3][C:4]([C:6]1([NH:15][C:16](=[O:28])[C:17]2[CH:22]=[CH:21][CH:20]=[C:19]([CH3:23])[C:18]=2[CH:24]=[C:25]([CH3:27])[CH3:26])[CH2:14][C:13]2[C:8](=[CH:9][CH:10]=[CH:11][CH:12]=2)[CH2:7]1)=O)C.[Li+].[BH4-].C1COCC1.[NH4+].[Cl-]. The catalyst is C1COCC1. The product is [OH:3][CH2:4][C:6]1([NH:15][C:16](=[O:28])[C:17]2[CH:22]=[CH:21][CH:20]=[C:19]([CH3:23])[C:18]=2[CH:24]=[C:25]([CH3:26])[CH3:27])[CH2:14][C:13]2[C:8](=[CH:9][CH:10]=[CH:11][CH:12]=2)[CH2:7]1. The yield is 0.820. (2) The reactants are C(=O)([O-])[O-].[K+].[K+].Cl[CH2:8][C:9]1[CH:14]=[CH:13][CH:12]=[CH:11][C:10]=1[CH2:15][C:16]([O:18]C)=O.[NH2:20][CH:21]1[CH2:26][CH2:25][N:24]([C:27]([O:29][C:30]([CH3:33])([CH3:32])[CH3:31])=[O:28])[CH2:23][CH2:22]1. The catalyst is C(#N)C. The product is [O:18]=[C:16]1[CH2:15][C:10]2[C:9](=[CH:14][CH:13]=[CH:12][CH:11]=2)[CH2:8][N:20]1[CH:21]1[CH2:22][CH2:23][N:24]([C:27]([O:29][C:30]([CH3:33])([CH3:32])[CH3:31])=[O:28])[CH2:25][CH2:26]1. The yield is 0.400. (3) The reactants are [CH3:1][C:2]1[C:3]2[CH:10]=[CH:9][CH:8]=[CH:7][C:4]=2[S:5][CH:6]=1.C1C(=O)N([Br:18])C(=O)C1.N(C(C)(C)C#N)=NC(C)(C)C#N. The catalyst is C(Cl)(Cl)(Cl)Cl. The product is [Br:18][CH2:1][C:2]1[C:3]2[CH:10]=[CH:9][CH:8]=[CH:7][C:4]=2[S:5][CH:6]=1. The yield is 0.420.